This data is from Full USPTO retrosynthesis dataset with 1.9M reactions from patents (1976-2016). The task is: Predict the reactants needed to synthesize the given product. (1) The reactants are: [CH:1]1([NH:7][C:8](=[O:20])[C:9]([S:12][C:13]2[CH:18]=[CH:17][C:16]([OH:19])=[CH:15][CH:14]=2)([CH3:11])[CH3:10])[CH2:6][CH2:5][CH2:4][CH2:3][CH2:2]1.I[CH2:22][CH3:23].[H-].[Na+].O. Given the product [CH:1]1([NH:7][C:8](=[O:20])[C:9]([S:12][C:13]2[CH:14]=[CH:15][C:16]([O:19][CH2:22][CH3:23])=[CH:17][CH:18]=2)([CH3:11])[CH3:10])[CH2:2][CH2:3][CH2:4][CH2:5][CH2:6]1, predict the reactants needed to synthesize it. (2) The reactants are: [F:1][C:2]([F:36])([F:35])[C:3]1[CH:4]=[C:5]([CH:28]=[C:29]([C:31]([F:34])([F:33])[F:32])[CH:30]=1)[CH2:6][N:7]([CH2:15][C:16]1[CH:21]=[C:20]([C:22]([F:25])([F:24])[F:23])[CH:19]=[CH:18][C:17]=1[CH2:26][OH:27])[C:8]1[N:13]=[CH:12][C:11]([Br:14])=[CH:10][N:9]=1.CC(C)=[O:39].OS(O)(=O)=O.O=[Cr](=O)=O.[Na].O. Given the product [F:36][C:2]([F:1])([F:35])[C:3]1[CH:4]=[C:5]([CH:28]=[C:29]([C:31]([F:34])([F:33])[F:32])[CH:30]=1)[CH2:6][N:7]([CH2:15][C:16]1[CH:21]=[C:20]([C:22]([F:25])([F:23])[F:24])[CH:19]=[CH:18][C:17]=1[C:26]([OH:39])=[O:27])[C:8]1[N:13]=[CH:12][C:11]([Br:14])=[CH:10][N:9]=1, predict the reactants needed to synthesize it. (3) Given the product [C:14]1([C:22]2[CH:23]=[CH:24][CH:25]=[CH:26][CH:27]=2)[CH:19]=[CH:18][C:17]([CH:2]2[C:9]3[CH:8]=[C:7]([C:10]([O:12][CH3:13])=[O:11])[NH:6][C:5]=3[CH2:4][CH2:3]2)=[CH:16][CH:15]=1, predict the reactants needed to synthesize it. The reactants are: O=[C:2]1[C:9]2[CH:8]=[C:7]([C:10]([O:12][CH3:13])=[O:11])[NH:6][C:5]=2[CH2:4][CH2:3]1.[C:14]1([C:22]2[CH:27]=[CH:26][CH:25]=[CH:24][CH:23]=2)[CH:19]=[CH:18][C:17]([Mg]Br)=[CH:16][CH:15]=1. (4) Given the product [CH3:1][N:2]([CH3:26])[CH2:3][CH2:4][N:5]([CH3:25])[C:6]1[S:7][C:8]2[CH:14]=[C:13]([NH:15][C:16]([C:17]3[CH:22]=[CH:21][C:20]([C:32]4[CH:31]=[CH:30][CH:29]=[C:28]([CH3:27])[CH:33]=4)=[CH:19][CH:18]=3)=[O:24])[CH:12]=[CH:11][C:9]=2[N:10]=1, predict the reactants needed to synthesize it. The reactants are: [CH3:1][N:2]([CH3:26])[CH2:3][CH2:4][N:5]([CH3:25])[C:6]1[S:7][C:8]2[CH:14]=[C:13]([NH:15][C:16](=[O:24])[C:17]3[CH:22]=[CH:21][C:20](I)=[CH:19][CH:18]=3)[CH:12]=[CH:11][C:9]=2[N:10]=1.[CH3:27][C:28]1[CH:29]=[C:30](B(O)O)[CH:31]=[CH:32][CH:33]=1. (5) Given the product [Cl:1][C:2]1[CH:7]=[CH:6][C:5]([C:8]2[CH:9]=[C:10]([NH:19][C:26]([C:22]3[N:23]=[CH:24][O:25][C:21]=3[CH3:20])=[O:27])[CH:11]=[N:12][C:13]=2[O:14][CH:15]2[CH2:18][CH2:17][CH2:16]2)=[CH:4][CH:3]=1, predict the reactants needed to synthesize it. The reactants are: [Cl:1][C:2]1[CH:7]=[CH:6][C:5]([C:8]2[CH:9]=[C:10]([NH2:19])[CH:11]=[N:12][C:13]=2[O:14][CH:15]2[CH2:18][CH2:17][CH2:16]2)=[CH:4][CH:3]=1.[CH3:20][C:21]1[O:25][CH:24]=[N:23][C:22]=1[C:26](O)=[O:27].